This data is from Reaction yield outcomes from USPTO patents with 853,638 reactions. The task is: Predict the reaction yield, written as a fraction of the theoretical maximum amount of product (1.0 means a 100% yield; for example, 0.34 means a 34% yield). (1) The reactants are [S:1](Cl)([CH3:4])(=[O:3])=[O:2].[CH2:6]([OH:24])[CH2:7][O:8][CH2:9][CH2:10][O:11][CH2:12][CH2:13][O:14][CH2:15][CH2:16][O:17][CH2:18][CH2:19][O:20][CH2:21][CH2:22][OH:23]. The catalyst is C(Cl)Cl. The product is [CH3:4][S:1]([O:23][CH2:22][CH2:21][O:20][CH2:19][CH2:18][O:17][CH2:16][CH2:15][O:14][CH2:13][CH2:12][O:11][CH2:10][CH2:9][O:8][CH2:7][CH2:6][OH:24])(=[O:3])=[O:2]. The yield is 0.510. (2) The reactants are Br[C:2]1[CH:7]=[CH:6][N:5]=[C:4]2[N:8]([S:19]([C:22]3[CH:27]=[CH:26][CH:25]=[CH:24][CH:23]=3)(=[O:21])=[O:20])[C:9]([C:11]3[CH:16]=[CH:15][CH:14]=[C:13]([CH:17]=[O:18])[CH:12]=3)=[CH:10][C:3]=12.[N+:28]([C:31]1[CH:36]=[CH:35][C:34]([C:37]2[C:41](B3OC(C)(C)C(C)(C)O3)=[CH:40][N:39]([CH2:51][CH3:52])[N:38]=2)=[CH:33][CH:32]=1)([O-:30])=[O:29].C(=O)(O)[O-].[Na+]. The catalyst is C1C=CC([P]([Pd]([P](C2C=CC=CC=2)(C2C=CC=CC=2)C2C=CC=CC=2)([P](C2C=CC=CC=2)(C2C=CC=CC=2)C2C=CC=CC=2)[P](C2C=CC=CC=2)(C2C=CC=CC=2)C2C=CC=CC=2)(C2C=CC=CC=2)C2C=CC=CC=2)=CC=1.CN(C)C=O. The product is [N+:28]([C:31]1[CH:32]=[CH:33][C:34]([C:37]2[C:41]([C:2]3[CH:7]=[CH:6][N:5]=[C:4]4[N:8]([S:19]([C:22]5[CH:27]=[CH:26][CH:25]=[CH:24][CH:23]=5)(=[O:21])=[O:20])[C:9]([C:11]5[CH:16]=[CH:15][CH:14]=[C:13]([CH:17]=[O:18])[CH:12]=5)=[CH:10][C:3]=34)=[CH:40][N:39]([CH2:51][CH3:52])[N:38]=2)=[CH:35][CH:36]=1)([O-:30])=[O:29]. The yield is 0.810. (3) The reactants are [NH2:1][CH2:2][C:3]1[N:4]=[C:5]([NH:8][C:9]([NH:11][C:12]2[CH:17]=[CH:16][C:15]([CH3:18])=[CH:14][C:13]=2[C:19]([CH:21]2[CH2:25][CH2:24][CH2:23][CH2:22]2)=[O:20])=[O:10])[S:6][CH:7]=1.O=C1C2C(=CC=CC=2)C(=O)[N:28]1[CH2:37][CH2:38][S:39](Cl)(=[O:41])=[O:40].NN. No catalyst specified. The product is [CH:21]1([C:19]([C:13]2[CH:14]=[C:15]([CH3:18])[CH:16]=[CH:17][C:12]=2[NH:11][C:9](=[O:10])[NH:8][C:5]2[S:6][CH:7]=[C:3]([CH2:2][NH:1][S:39]([CH2:38][CH2:37][NH2:28])(=[O:41])=[O:40])[N:4]=2)=[O:20])[CH2:25][CH2:24][CH2:23][CH2:22]1. The yield is 0.830. (4) The reactants are [F:1][C:2]1[C:3]2[N:4]([CH:12]=[CH:13][N:14]=2)[CH:5]=[CH:6][C:7]=1[C:8]([OH:11])([CH3:10])[CH3:9].Br[C:16]1[CH:17]=[CH:18][C:19]([F:33])=[C:20]([C:22]2[CH:27]=[CH:26][C:25]([F:28])=[CH:24][C:23]=2[S:29]([CH3:32])(=[O:31])=[O:30])[CH:21]=1. No catalyst specified. The product is [F:33][C:19]1[CH:18]=[CH:17][C:16]([C:12]2[N:4]3[CH:5]=[CH:6][C:7]([C:8]([OH:11])([CH3:10])[CH3:9])=[C:2]([F:1])[C:3]3=[N:14][CH:13]=2)=[CH:21][C:20]=1[C:22]1[CH:27]=[CH:26][C:25]([F:28])=[CH:24][C:23]=1[S:29]([CH3:32])(=[O:31])=[O:30]. The yield is 0.330. (5) The catalyst is CC(O)=O. The yield is 0.500. The reactants are [OH:1]O.[CH3:3][C:4]1([CH3:31])[O:9][C:8](=[O:10])[CH:7]([CH:11]([C:15]2[CH:20]=[CH:19][C:18]([S:21][CH2:22][C:23]3[CH:28]=[CH:27][CH:26]=[CH:25][C:24]=3[CH3:29])=[CH:17][CH:16]=2)[C:12]#[C:13][CH3:14])[C:6](=[O:30])[O:5]1.O.Cl. The product is [CH3:3][C:4]1([CH3:31])[O:9][C:8](=[O:10])[CH:7]([CH:11]([C:15]2[CH:20]=[CH:19][C:18]([S:21]([CH2:22][C:23]3[CH:28]=[CH:27][CH:26]=[CH:25][C:24]=3[CH3:29])=[O:1])=[CH:17][CH:16]=2)[C:12]#[C:13][CH3:14])[C:6](=[O:30])[O:5]1. (6) The yield is 0.421. The reactants are [N:1]1([CH2:7][C:8]2[CH:13]=[CH:12][C:11]([NH:14][C:15]([C:17]3[C:21]([NH2:22])=[CH:20][NH:19][N:18]=3)=[O:16])=[CH:10][CH:9]=2)[CH2:6][CH2:5][O:4][CH2:3][CH2:2]1.Cl[C:24]1[C:25]2[O:32][CH:31]=[CH:30][C:26]=2[N:27]=[CH:28][N:29]=1. The product is [N:27]1[C:26]2[CH:30]=[CH:31][O:32][C:25]=2[C:24]([NH:22][C:21]2[C:17]([C:15]([NH:14][C:11]3[CH:12]=[CH:13][C:8]([CH2:7][N:1]4[CH2:6][CH2:5][O:4][CH2:3][CH2:2]4)=[CH:9][CH:10]=3)=[O:16])=[N:18][NH:19][CH:20]=2)=[N:29][CH:28]=1. No catalyst specified. (7) The reactants are [CH2:1]([O:8][C:9]1[N:14]=[C:13](Cl)[N:12]=[C:11]([O:16][C:17]2[CH:22]=[CH:21][CH:20]=[CH:19][CH:18]=2)[N:10]=1)[C:2]1[CH:7]=[CH:6][CH:5]=[CH:4][CH:3]=1.[C:23]1([OH:29])[CH:28]=[CH:27][CH:26]=[CH:25][CH:24]=1.C(N(CC)C(C)C)(C)C. The catalyst is ClCCl. The product is [CH2:1]([O:8][C:9]1[N:14]=[C:13]([O:29][C:23]2[CH:28]=[CH:27][CH:26]=[CH:25][CH:24]=2)[N:12]=[C:11]([O:16][C:17]2[CH:22]=[CH:21][CH:20]=[CH:19][CH:18]=2)[N:10]=1)[C:2]1[CH:7]=[CH:6][CH:5]=[CH:4][CH:3]=1. The yield is 0.990.